Dataset: Catalyst prediction with 721,799 reactions and 888 catalyst types from USPTO. Task: Predict which catalyst facilitates the given reaction. (1) Reactant: Br[C:2]1[CH:7]=[CH:6][CH:5]=[CH:4][C:3]=1[Cl:8].[Cl:9][C:10]1[CH:15]=[CH:14][CH:13]=[C:12]([O:16][CH3:17])[C:11]=1B(O)O. Product: [Cl:9][C:10]1[CH:15]=[CH:14][CH:13]=[C:12]([O:16][CH3:17])[C:11]=1[C:2]1[CH:7]=[CH:6][CH:5]=[CH:4][C:3]=1[Cl:8]. The catalyst class is: 149. (2) Reactant: C[O:2][C:3]([C:5]12[CH2:10][C:9]1([C:11]1[CH:16]=[CH:15][CH:14]=[C:13]([O:17][CH3:18])[N:12]=1)[CH2:8][N:7]([CH2:19][C:20]1[CH:25]=[CH:24][CH:23]=[CH:22][CH:21]=1)[CH2:6]2)=O.[H-].[Al+3].[Li+].[H-].[H-].[H-].O.O.O.O.O.O.O.O.O.O.S([O-])([O-])(=O)=O.[Na+].[Na+]. Product: [CH2:19]([N:7]1[CH2:8][C:9]2([C:11]3[CH:16]=[CH:15][CH:14]=[C:13]([O:17][CH3:18])[N:12]=3)[C:5]([CH2:3][OH:2])([CH2:10]2)[CH2:6]1)[C:20]1[CH:25]=[CH:24][CH:23]=[CH:22][CH:21]=1. The catalyst class is: 27. (3) Reactant: [Br:1][C:2]1[CH:3]=[C:4]([C:8]2([C:15]3[CH:20]=[CH:19][N:18]=[CH:17][CH:16]=3)[C:12](=S)S[C:10](=[S:14])[NH:9]2)[CH:5]=[CH:6][CH:7]=1.Cl.Cl.[F:23][C:24]([F:29])([CH2:27][NH2:28])[CH2:25][NH2:26].C(N(CC)CC)C. Product: [Br:1][C:2]1[CH:3]=[C:4]([C:8]2([C:15]3[CH:20]=[CH:19][N:18]=[CH:17][CH:16]=3)[C:12]3=[N:26][CH2:25][C:24]([F:29])([F:23])[CH2:27][N:28]3[C:10](=[S:14])[NH:9]2)[CH:5]=[CH:6][CH:7]=1. The catalyst class is: 8. (4) Reactant: [Cl:1][C:2]1[CH:3]=[CH:4][C:5]2[NH:11][C:10](=S)[C@@H:9]([CH2:13][C:14]([OH:16])=[O:15])[S:8][C@H:7]([C:17]3[CH:22]=[CH:21][CH:20]=[C:19]([O:23][CH3:24])[C:18]=3[CH2:25][CH3:26])[C:6]=2[CH:27]=1.C(=O)([O-])[O-:29].[K+].[K+].I[CH2:35][CH3:36]. Product: [Cl:1][C:2]1[CH:3]=[CH:4][C:5]2[NH:11][C:10](=[O:29])[C@@H:9]([CH2:13][C:14]([O:16][CH2:35][CH3:36])=[O:15])[S:8][C@H:7]([C:17]3[CH:22]=[CH:21][CH:20]=[C:19]([O:23][CH3:24])[C:18]=3[CH2:25][CH3:26])[C:6]=2[CH:27]=1. The catalyst class is: 42. (5) Reactant: [C:1]([C:3]1[CH:8]=[CH:7][C:6]([N+:9]([O-:11])=[O:10])=[CH:5][C:4]=1[O:12][CH3:13])#[CH:2].[N:14]([Si](C)(C)C)=[N+:15]=[N-:16]. Product: [CH3:13][O:12][C:4]1[CH:5]=[C:6]([N+:9]([O-:11])=[O:10])[CH:7]=[CH:8][C:3]=1[C:1]1[CH:2]=[N:16][NH:15][N:14]=1. The catalyst class is: 81.